The task is: Predict the reaction yield, written as a fraction of the theoretical maximum amount of product (1.0 means a 100% yield; for example, 0.34 means a 34% yield).. This data is from Reaction yield outcomes from USPTO patents with 853,638 reactions. (1) The reactants are [C:1]([C:6]1[CH:11]=[CH:10][C:9]([S:12](Cl)(=[O:14])=[O:13])=[CH:8][CH:7]=1)([CH2:4][CH3:5])([CH3:3])[CH3:2].[CH3:16][C:17]1[CH:21]=[C:20]([NH2:22])[N:19]([C:23]2[CH:32]=[CH:31][CH:30]=[C:29]3[C:24]=2[CH:25]=[CH:26][CH:27]=[N:28]3)[N:18]=1.ClCCl. The catalyst is N1C=CC=CC=1. The product is [CH3:16][C:17]1[CH:21]=[C:20]([NH:22][S:12]([C:9]2[CH:10]=[CH:11][C:6]([C:1]([CH2:4][CH3:5])([CH3:3])[CH3:2])=[CH:7][CH:8]=2)(=[O:14])=[O:13])[N:19]([C:23]2[CH:32]=[CH:31][CH:30]=[C:29]3[C:24]=2[CH:25]=[CH:26][CH:27]=[N:28]3)[N:18]=1. The yield is 0.550. (2) The reactants are Cl.[NH2:2][C@@H:3]([CH2:7][C:8]1[CH:13]=[CH:12][C:11]([Br:14])=[CH:10][CH:9]=1)[CH2:4][CH2:5][OH:6].C(N(CC)C(C)C)(C)C.[C:24]([C:26]1[CH:27]=[C:28]([CH:32]=[CH:33][C:34]=1[O:35][CH:36]([CH3:38])[CH3:37])[C:29](O)=[O:30])#[N:25].CN(C(ON1N=NC2C=CC=CC1=2)=[N+](C)C)C.F[P-](F)(F)(F)(F)F. The catalyst is CN(C=O)C. The product is [Br:14][C:11]1[CH:10]=[CH:9][C:8]([CH2:7][C@H:3]([NH:2][C:29](=[O:30])[C:28]2[CH:32]=[CH:33][C:34]([O:35][CH:36]([CH3:38])[CH3:37])=[C:26]([C:24]#[N:25])[CH:27]=2)[CH2:4][CH2:5][OH:6])=[CH:13][CH:12]=1. The yield is 0.780. (3) The reactants are Cl[C:2]1[N:7]2[N:8]=[C:9]([CH3:11])[CH:10]=[C:6]2[N:5]=[C:4]([NH:12][C:13](=[O:24])[C:14]2[CH:19]=[CH:18][C:17]([C:20]([OH:23])([CH3:22])[CH3:21])=[CH:16][CH:15]=2)[CH:3]=1.Cl.C(S(N1[CH2:37][CH2:36][NH:35][CH2:34][CH2:33]1)(=O)=O)CC.C(N(CC)C(C)C)(C)C.CN([CH:50]=[O:51])C. The catalyst is CS(C)=O.CO. The product is [OH:23][C:20]([C:17]1[CH:18]=[CH:19][C:14]([C:13]([NH:12][C:4]2[CH:3]=[C:2]([N:35]3[CH2:36][CH2:37][CH2:50][O:51][CH2:33][CH2:34]3)[N:7]3[N:8]=[C:9]([CH3:11])[CH:10]=[C:6]3[N:5]=2)=[O:24])=[CH:15][CH:16]=1)([CH3:22])[CH3:21]. The yield is 0.890. (4) The reactants are [C:1](Cl)(Cl)=[S:2].[Br:5][C:6]1[CH:7]=[C:8]([CH:12]([C:14]2[CH:19]=[CH:18][C:17]([O:20][CH3:21])=[CH:16][CH:15]=2)[NH2:13])[CH:9]=[CH:10][CH:11]=1. The catalyst is ClCCl.C(=O)(O)[O-].[Na+]. The product is [Br:5][C:6]1[CH:11]=[CH:10][CH:9]=[C:8]([CH:12]([N:13]=[C:1]=[S:2])[C:14]2[CH:19]=[CH:18][C:17]([O:20][CH3:21])=[CH:16][CH:15]=2)[CH:7]=1. The yield is 0.980. (5) The reactants are [F:1][C:2]1[CH:3]=[CH:4][C:5]([O:20][CH3:21])=[C:6]([C:8]([CH3:19])([CH3:18])[CH2:9][C:10]([C:14]([F:17])([F:16])[F:15])([OH:13])CO)[CH:7]=1.I([O-])(=O)(=O)=O.[Na+]. The catalyst is CO.CCOCC. The product is [F:17][C:14]([F:15])([F:16])[C:10](=[O:13])[CH2:9][C:8]([C:6]1[CH:7]=[C:2]([F:1])[CH:3]=[CH:4][C:5]=1[O:20][CH3:21])([CH3:19])[CH3:18]. The yield is 0.870.